The task is: Predict the reaction yield, written as a fraction of the theoretical maximum amount of product (1.0 means a 100% yield; for example, 0.34 means a 34% yield).. This data is from Reaction yield outcomes from USPTO patents with 853,638 reactions. (1) The reactants are C(=O)(O[C@@:4](C(C)(C)C)(C1SC=CC(C2C=CC=C(F)C=2F)(C)N=1)[O:5][CH2:6][CH2:7][Si:8]([CH3:11])([CH3:10])[CH3:9])N.[C:32]([O:36][C:37](=[O:54])[NH:38][C:39]1[S:40][CH:41]=[CH:42][C@:43]([C:46]2[C:47]([F:53])=[N:48][CH:49]=[C:50]([Br:52])[CH:51]=2)([CH3:45])[N:44]=1)([CH3:35])([CH3:34])[CH3:33].C[Si]([N-][Si](C)(C)C)(C)C.[Li+].ClCOCC[Si](C)(C)C. No catalyst specified. The product is [C:32]([O:36][C:37](=[O:54])[N:38]([C:39]1[S:40][CH:41]=[CH:42][C@:43]([C:46]2[C:47]([F:53])=[N:48][CH:49]=[C:50]([Br:52])[CH:51]=2)([CH3:45])[N:44]=1)[CH2:4][O:5][CH2:6][CH2:7][Si:8]([CH3:11])([CH3:10])[CH3:9])([CH3:33])([CH3:34])[CH3:35]. The yield is 0.950. (2) The reactants are Cl[C:2]1[N:7]=[C:6]([NH:8][C:9]2[CH:19]=[CH:18][C:17]([N:20]3[CH2:25][CH2:24][O:23][CH2:22][CH2:21]3)=[CH:16][C:10]=2[O:11][CH2:12][CH2:13][C:14]#[N:15])[C:5]([Cl:26])=[CH:4][N:3]=1.[NH2:27][C:28]1[CH:29]=[CH:30][C:31]2[C:37]([CH3:39])([CH3:38])[CH2:36][CH2:35][C:34](=[O:40])[NH:33][C:32]=2[CH:41]=1.C12(CS(O)(=O)=O)C(C)(C)C(CC1)CC2=O.C(=O)(O)[O-].[Na+]. The catalyst is C(O)(C)C.O. The product is [Cl:26][C:5]1[C:6]([NH:8][C:9]2[CH:19]=[CH:18][C:17]([N:20]3[CH2:25][CH2:24][O:23][CH2:22][CH2:21]3)=[CH:16][C:10]=2[O:11][CH2:12][CH2:13][C:14]#[N:15])=[N:7][C:2]([NH:27][C:28]2[CH:29]=[CH:30][C:31]3[C:37]([CH3:38])([CH3:39])[CH2:36][CH2:35][C:34](=[O:40])[NH:33][C:32]=3[CH:41]=2)=[N:3][CH:4]=1. The yield is 0.750.